Binary Classification. Given a T-cell receptor sequence (or CDR3 region) and an epitope sequence, predict whether binding occurs between them. From a dataset of TCR-epitope binding with 47,182 pairs between 192 epitopes and 23,139 TCRs. (1) The epitope is KRWIILGLNK. The TCR CDR3 sequence is CAISHTRELFF. Result: 1 (the TCR binds to the epitope). (2) The epitope is KRWIIMGLNK. The TCR CDR3 sequence is CASSLYGEQYF. Result: 1 (the TCR binds to the epitope). (3) The epitope is LQPFPQPELPYPQPQ. The TCR CDR3 sequence is CASSQGLAGGPLTDTQYF. Result: 0 (the TCR does not bind to the epitope). (4) The TCR CDR3 sequence is CASSVATGIADTQYF. Result: 0 (the TCR does not bind to the epitope). The epitope is CLGGLLTMV. (5) The epitope is FLPRVFSAV. The TCR CDR3 sequence is CASGLQGENYEQYF. Result: 1 (the TCR binds to the epitope). (6) The epitope is SSTFNVPMEKLK. The TCR CDR3 sequence is CSAIPSYLSIGEQFF. Result: 0 (the TCR does not bind to the epitope). (7) The epitope is NEGVKAAW. The TCR CDR3 sequence is CASSQTVNYGYTF. Result: 0 (the TCR does not bind to the epitope). (8) The epitope is TPGPGVRYPL. The TCR CDR3 sequence is CASSQFTGTQETQYF. Result: 1 (the TCR binds to the epitope). (9) The epitope is NEGVKAAW. The TCR CDR3 sequence is CATSGPSASYEQYF. Result: 0 (the TCR does not bind to the epitope).